Dataset: Forward reaction prediction with 1.9M reactions from USPTO patents (1976-2016). Task: Predict the product of the given reaction. (1) Given the reactants Br[C:2]1[C:3]([O:18][CH2:19][CH:20]2[CH2:22][CH2:21]2)=[N:4][CH:5]=[C:6]([CH:17]=1)[C:7]([NH:9][C@@H:10]1[CH2:15][CH2:14][CH2:13][CH2:12][C@H:11]1[OH:16])=[O:8].[F:23][C:24]([F:35])([F:34])[C:25]1[CH:30]=[CH:29][C:28](B(O)O)=[CH:27][CH:26]=1, predict the reaction product. The product is: [CH:20]1([CH2:19][O:18][C:3]2[C:2]([C:28]3[CH:29]=[CH:30][C:25]([C:24]([F:35])([F:34])[F:23])=[CH:26][CH:27]=3)=[CH:17][C:6]([C:7]([NH:9][C@@H:10]3[CH2:15][CH2:14][CH2:13][CH2:12][C@H:11]3[OH:16])=[O:8])=[CH:5][N:4]=2)[CH2:22][CH2:21]1. (2) Given the reactants C(OC(C1(NC(OC(C)(C)C)=O)CC(O)C2C1C2C(OCC)=O)=O)C.ClC1C=CC=CC=1N=C=O.C([O:38][C:39]([C:41]1([NH:63]C(OC(C)(C)C)=O)[CH2:46][CH:45]([O:47][C:48](=[O:57])[NH:49][C:50]2[CH:55]=[CH:54][CH:53]=[CH:52][C:51]=2[Cl:56])[CH:44]2[CH:42]1[CH:43]2[C:58]([O:60]CC)=[O:59])=[O:40])C, predict the reaction product. The product is: [NH2:63][C:41]1([C:39]([OH:40])=[O:38])[CH2:46][CH:45]([O:47][C:48](=[O:57])[NH:49][C:50]2[CH:55]=[CH:54][CH:53]=[CH:52][C:51]=2[Cl:56])[CH:44]2[CH:42]1[CH:43]2[C:58]([OH:60])=[O:59].